This data is from Forward reaction prediction with 1.9M reactions from USPTO patents (1976-2016). The task is: Predict the product of the given reaction. (1) Given the reactants [NH2:1][C:2]1[CH:3]=[C:4]([CH:9]=[CH:10][C:11]=1[NH2:12])[C:5]([O:7][CH3:8])=[O:6].C(=O)([O-])[O-].[K+].[K+].I[CH2:20][CH2:21][CH3:22], predict the reaction product. The product is: [CH3:8][O:7][C:5](=[O:6])[C:4]1[CH:9]=[CH:10][C:11]([NH2:12])=[C:2]([NH:1][CH2:20][CH2:21][CH3:22])[CH:3]=1. (2) Given the reactants [O:1]([C:8]1[C:13]([NH2:14])=[CH:12][CH:11]=[CH:10][N:9]=1)[C:2]1[CH:7]=[CH:6][CH:5]=[CH:4][CH:3]=1.[OH:15][C:16]1[CH:23]=[CH:22][CH:21]=[CH:20][C:17]=1[CH:18]=O.C1(C)C=CC=CC=1.[BH4-].[Na+], predict the reaction product. The product is: [O:1]([C:8]1[C:13]([NH:14][CH2:18][C:17]2[CH:20]=[CH:21][CH:22]=[CH:23][C:16]=2[OH:15])=[CH:12][CH:11]=[CH:10][N:9]=1)[C:2]1[CH:7]=[CH:6][CH:5]=[CH:4][CH:3]=1. (3) Given the reactants [CH:1]1([C:4]2[CH:8]=[C:7]([NH:9][C:10](=[O:18])OC3C=CC=CC=3)[N:6]([CH3:19])[N:5]=2)[CH2:3][CH2:2]1.[NH2:20][C:21]1[CH:22]=[C:23]([C:27]#[C:28][C:29]2[CH:30]=[N:31][C:32]([NH2:35])=[N:33][CH:34]=2)[CH:24]=[CH:25][CH:26]=1.C(N(CC)CC)C, predict the reaction product. The product is: [NH2:35][C:32]1[N:31]=[CH:30][C:29]([C:28]#[C:27][C:23]2[CH:22]=[C:21]([NH:20][C:10]([NH:9][C:7]3[N:6]([CH3:19])[N:5]=[C:4]([CH:1]4[CH2:2][CH2:3]4)[CH:8]=3)=[O:18])[CH:26]=[CH:25][CH:24]=2)=[CH:34][N:33]=1. (4) The product is: [OH:34][CH2:33][C:7]([CH2:56][OH:57])([N:8]1[CH:12]=[C:11]([C:13]2[C:25]3[C:24]4[C:19](=[CH:20][CH:21]=[CH:22][CH:23]=4)[C:18]([OH:30])([C:26]([F:27])([F:28])[F:35])[C:17]=3[CH:16]=[C:15]([CH3:31])[CH:14]=2)[CH:10]=[N:9]1)[C:6]([OH:5])=[O:32]. Given the reactants C([O:5][C:6](=[O:32])[CH2:7][N:8]1[CH:12]=[C:11]([C:13]2[C:25]3[C:24]4[C:19](=[CH:20][CH:21]=[CH:22][CH:23]=4)[C:18]([OH:30])([C:26](F)([F:28])[F:27])[C:17]=3[CH:16]=[C:15]([CH3:31])[CH:14]=2)[CH:10]=[N:9]1)(C)(C)C.[CH2:33]=[O:34].[F-:35].C([N+](CCCC)(CCCC)CCCC)CCC.Cl.CN(C)[CH:56]=[O:57], predict the reaction product. (5) Given the reactants [O-:1][OH:2].[CH:3]([C:6]1[CH:11]=[CH:10][CH:9]=[C:8]([CH:12]([CH3:14])[CH3:13])[CH:7]=1)([CH3:5])[CH3:4].[CH:15]([C:18]1[CH:23]=[CH:22][CH:21]=[C:20]([CH:24]([CH3:26])[CH3:25])[CH:19]=1)([CH3:17])[CH3:16].CC1C2COC(=O)C=2C(O[C@@H]2O[C@H](C(O)=O)[C@@H](O)[C@H](O)[C@H]2O)=C(C/C=C(/CCC(O)=O)\C)C=1OC, predict the reaction product. The product is: [O-:1][OH:2].[O-:1][OH:2].[CH:12]([C:8]1[CH:9]=[CH:10][CH:11]=[C:6]([CH:3]([CH3:5])[CH3:4])[CH:7]=1)([CH3:14])[CH3:13].[O-:1][OH:2].[CH:24]([C:20]1[CH:21]=[CH:22][CH:23]=[C:18]([CH:15]([CH3:17])[CH3:16])[CH:19]=1)([CH3:26])[CH3:25].[CH:12]([C:8]1[CH:9]=[CH:10][CH:11]=[C:6]([CH:3]([CH3:5])[CH3:4])[CH:7]=1)([CH3:14])[CH3:13]. (6) Given the reactants [O:1]=[C:2]1[CH2:5][C:4]([C:8]2[CH:9]=[N:10][CH:11]=[C:12]([C:14]([F:17])([F:16])[F:15])[CH:13]=2)([C:6]#[N:7])[CH2:3]1.[CH2:18](O)[CH2:19][OH:20].Cl[Si](C)(C)C.C([O-])(O)=O.[Na+], predict the reaction product. The product is: [F:16][C:14]([F:17])([F:15])[C:12]1[CH:13]=[C:8]([C:4]2([C:6]#[N:7])[CH2:3][C:2]3([O:20][CH2:19][CH2:18][O:1]3)[CH2:5]2)[CH:9]=[N:10][CH:11]=1. (7) Given the reactants N[C@H:2]1[CH2:11][CH2:10][C:9]2[C:8]([NH:12][S:13]([C:16]3[C:17]([C:22]4[CH:27]=[CH:26][C:25]([Cl:28])=[CH:24][CH:23]=4)=[CH:18][CH:19]=[CH:20][CH:21]=3)(=[O:15])=[O:14])=[CH:7][CH:6]=[C:5]([O:29][CH3:30])[C:4]=2[CH2:3]1.C=O.[C:33]([BH3-])#[N:34].[Na+].[C:37](=O)([O-])O.[Na+], predict the reaction product. The product is: [Cl:28][C:25]1[CH:24]=[CH:23][C:22]([C:17]2[C:16]([S:13]([NH:12][C:8]3[C:9]4[CH2:10][CH2:11][C@H:2]([N:34]([CH3:33])[CH3:37])[CH2:3][C:4]=4[C:5]([O:29][CH3:30])=[CH:6][CH:7]=3)(=[O:14])=[O:15])=[CH:21][CH:20]=[CH:19][CH:18]=2)=[CH:27][CH:26]=1. (8) The product is: [CH3:9][O:10][C:11]1[CH:12]=[CH:13][CH:14]=[C:15]2[C:20]=1[CH2:19][C:18](=[N:2][OH:3])[CH2:17][CH2:16]2. Given the reactants Cl.[NH2:2][OH:3].C([O-])(=O)C.[Na+].[CH3:9][O:10][C:11]1[CH:12]=[CH:13][CH:14]=[C:15]2[C:20]=1[CH2:19][C:18](=O)[CH2:17][CH2:16]2, predict the reaction product. (9) Given the reactants [Cl:1][C:2]1[C:18]2[C:6](=[C:7]([CH3:21])[C:8]3[NH:9][C:10]4[CH:11]=[CH:12][C:13]([O:19]C)=[CH:14][C:15]=4[C:16]=3[CH:17]=2)[CH:5]=[CH:4][N:3]=1.Cl, predict the reaction product. The product is: [Cl:1][C:2]1[C:18]2[C:6](=[C:7]([CH3:21])[C:8]3[NH:9][C:10]4[CH:11]=[CH:12][C:13]([OH:19])=[CH:14][C:15]=4[C:16]=3[CH:17]=2)[CH:5]=[CH:4][N:3]=1. (10) The product is: [CH2:1]([O:8][CH2:9][O:10][C@H:11]1[CH2:15][N:14]([C:37]([C@H:34]2[CH2:33][CH2:32][C@H:31]([C:30]([F:29])([F:40])[F:41])[CH2:36][CH2:35]2)=[O:38])[C@@H:13]([CH2:16][O:17][C:18]2[C:19]([C:24]([O:26][CH2:27][CH3:28])=[O:25])=[N:20][CH:21]=[CH:22][CH:23]=2)[CH2:12]1)[C:2]1[CH:7]=[CH:6][CH:5]=[CH:4][CH:3]=1. Given the reactants [CH2:1]([O:8][CH2:9][O:10][C@H:11]1[CH2:15][NH:14][C@@H:13]([CH2:16][O:17][C:18]2[C:19]([C:24]([O:26][CH2:27][CH3:28])=[O:25])=[N:20][CH:21]=[CH:22][CH:23]=2)[CH2:12]1)[C:2]1[CH:7]=[CH:6][CH:5]=[CH:4][CH:3]=1.[F:29][C:30]([F:41])([F:40])[C@H:31]1[CH2:36][CH2:35][C@H:34]([C:37](O)=[O:38])[CH2:33][CH2:32]1.N1C2C(=CC=CC=2)C=C1C(O)=O, predict the reaction product.